This data is from Peptide-MHC class I binding affinity with 185,985 pairs from IEDB/IMGT. The task is: Regression. Given a peptide amino acid sequence and an MHC pseudo amino acid sequence, predict their binding affinity value. This is MHC class I binding data. (1) The peptide sequence is MEQRVMATL. The MHC is HLA-B27:05 with pseudo-sequence HLA-B27:05. The binding affinity (normalized) is 0.0847. (2) The peptide sequence is LEYGANYFL. The MHC is HLA-A26:01 with pseudo-sequence HLA-A26:01. The binding affinity (normalized) is 0.0847.